This data is from NCI-60 drug combinations with 297,098 pairs across 59 cell lines. The task is: Regression. Given two drug SMILES strings and cell line genomic features, predict the synergy score measuring deviation from expected non-interaction effect. Drug 1: COC1=C(C=C2C(=C1)N=CN=C2NC3=CC(=C(C=C3)F)Cl)OCCCN4CCOCC4. Drug 2: C1=CN(C(=O)N=C1N)C2C(C(C(O2)CO)O)O.Cl. Cell line: ACHN. Synergy scores: CSS=73.7, Synergy_ZIP=-1.56, Synergy_Bliss=-2.04, Synergy_Loewe=2.61, Synergy_HSA=5.10.